Dataset: Forward reaction prediction with 1.9M reactions from USPTO patents (1976-2016). Task: Predict the product of the given reaction. (1) Given the reactants [CH3:1][N:2]([CH2:10][CH2:11][CH2:12][NH:13][C:14](=[O:38])[C:15]1[CH:20]=[CH:19][C:18]([NH:21][C:22]2[N:31]=[CH:30][C:29]3[C:24](=[CH:25][CH:26]=[C:27]([C:32]4[CH:37]=[CH:36][N:35]=[CH:34][CH:33]=4)[CH:28]=3)[N:23]=2)=[CH:17][CH:16]=1)C(=O)OC(C)(C)C.Cl, predict the reaction product. The product is: [CH3:1][NH:2][CH2:10][CH2:11][CH2:12][NH:13][C:14](=[O:38])[C:15]1[CH:20]=[CH:19][C:18]([NH:21][C:22]2[N:31]=[CH:30][C:29]3[C:24](=[CH:25][CH:26]=[C:27]([C:32]4[CH:33]=[CH:34][N:35]=[CH:36][CH:37]=4)[CH:28]=3)[N:23]=2)=[CH:17][CH:16]=1. (2) Given the reactants Cl.Cl.[C@H:3]12[CH2:9][C@H:6]([NH:7][CH2:8]1)[CH2:5][N:4]2[C:10]([C@@:12]1([C:26]2([OH:30])[CH2:29][CH2:28][CH2:27]2)[CH2:16][CH2:15][C@@H:14]([NH:17][C@@H:18]2[C@H:23]([O:24][CH3:25])[CH2:22][O:21][CH2:20][CH2:19]2)[CH2:13]1)=[O:11].I[C:32]1[CH:37]=[N:36][CH:35]=[C:34]([C:38]([F:41])([F:40])[F:39])[N:33]=1.C(=O)([O-])[O-].[Cs+].[Cs+].CC1(C)C2C(=C(P(C3C=CC=CC=3)C3C=CC=CC=3)C=CC=2)OC2C(P(C3C=CC=CC=3)C3C=CC=CC=3)=CC=CC1=2, predict the reaction product. The product is: [NH3:4].[OH:30][C:26]1([C@:12]2([C:10]([N:4]3[CH2:5][C@@H:6]4[CH2:9][C@H:3]3[CH2:8][N:7]4[C:32]3[CH:37]=[N:36][CH:35]=[C:34]([C:38]([F:41])([F:40])[F:39])[N:33]=3)=[O:11])[CH2:16][CH2:15][C@@H:14]([NH:17][C@@H:18]3[C@H:23]([O:24][CH3:25])[CH2:22][O:21][CH2:20][CH2:19]3)[CH2:13]2)[CH2:29][CH2:28][CH2:27]1. (3) Given the reactants [S:1]1[CH:5]=[CH:4][C:3]([CH:6]2[NH:10][N:9]=[CH:8][CH2:7]2)=[CH:2]1.[CH2:11]([N:13]=[C:14]=[S:15])[CH3:12], predict the reaction product. The product is: [CH2:11]([NH:13][C:14]([N:10]1[CH:6]([C:3]2[CH:4]=[CH:5][S:1][CH:2]=2)[CH2:7][CH:8]=[N:9]1)=[S:15])[CH3:12].